From a dataset of Forward reaction prediction with 1.9M reactions from USPTO patents (1976-2016). Predict the product of the given reaction. Given the reactants C([O:8][CH2:9][CH2:10][CH2:11][CH2:12][O:13][C:14]1[N:23]=[C:22]2[C:17]([CH:18]=[CH:19][C:20](=[O:24])[NH:21]2)=[C:16]([CH3:25])[CH:15]=1)C1C=CC=CC=1.CCOCC, predict the reaction product. The product is: [OH:8][CH2:9][CH2:10][CH2:11][CH2:12][O:13][C:14]1[N:23]=[C:22]2[C:17]([CH:18]=[CH:19][C:20](=[O:24])[NH:21]2)=[C:16]([CH3:25])[CH:15]=1.